Dataset: NCI-60 drug combinations with 297,098 pairs across 59 cell lines. Task: Regression. Given two drug SMILES strings and cell line genomic features, predict the synergy score measuring deviation from expected non-interaction effect. (1) Drug 1: CCC1=CC2CC(C3=C(CN(C2)C1)C4=CC=CC=C4N3)(C5=C(C=C6C(=C5)C78CCN9C7C(C=CC9)(C(C(C8N6C)(C(=O)OC)O)OC(=O)C)CC)OC)C(=O)OC. Drug 2: CC(C)(C#N)C1=CC=C(C=C1)N2C3=C4C=C(C=CC4=NC=C3N(C2=O)C)C5=CC6=CC=CC=C6N=C5. Cell line: SW-620. Synergy scores: CSS=69.1, Synergy_ZIP=2.81, Synergy_Bliss=0.967, Synergy_Loewe=4.02, Synergy_HSA=6.94. (2) Drug 1: C1=CN(C(=O)N=C1N)C2C(C(C(O2)CO)O)(F)F. Drug 2: C1CC(CNC1)C2=CC=C(C=C2)N3C=C4C=CC=C(C4=N3)C(=O)N. Cell line: SW-620. Synergy scores: CSS=66.5, Synergy_ZIP=-4.49, Synergy_Bliss=-5.38, Synergy_Loewe=-4.45, Synergy_HSA=2.62. (3) Drug 1: CC1C(C(CC(O1)OC2CC(CC3=C2C(=C4C(=C3O)C(=O)C5=C(C4=O)C(=CC=C5)OC)O)(C(=O)C)O)N)O.Cl. Drug 2: CC1C(C(CC(O1)OC2CC(OC(C2O)C)OC3=CC4=CC5=C(C(=O)C(C(C5)C(C(=O)C(C(C)O)O)OC)OC6CC(C(C(O6)C)O)OC7CC(C(C(O7)C)O)OC8CC(C(C(O8)C)O)(C)O)C(=C4C(=C3C)O)O)O)O. Cell line: HS 578T. Synergy scores: CSS=25.1, Synergy_ZIP=6.40, Synergy_Bliss=13.1, Synergy_Loewe=5.09, Synergy_HSA=12.0.